Dataset: Catalyst prediction with 721,799 reactions and 888 catalyst types from USPTO. Task: Predict which catalyst facilitates the given reaction. (1) Reactant: Cl.Cl.[NH2:3][CH2:4][CH2:5][C:6]1[CH:11]=[CH:10][N:9]=[C:8]([O:12]C)[CH:7]=1.[BrH:14]. Product: [BrH:14].[BrH:14].[NH2:3][CH2:4][CH2:5][C:6]1[CH:11]=[CH:10][N:9]=[C:8]([OH:12])[CH:7]=1. The catalyst class is: 15. (2) Reactant: [CH2:1]([O:5]/[N:6]=[N+:7](/[N:9]1[CH2:13][CH2:12][CH2:11][C@H:10]1[CH2:14][OH:15])\[O-:8])[CH2:2][CH2:3][CH3:4].Cl[C:17]([O:19][CH:20]([Cl:22])[CH3:21])=[O:18].N1C=CC=CC=1. Product: [C:17](=[O:18])([O:19][CH:20]([Cl:22])[CH3:21])[O:15][CH2:14][C@@H:10]1[CH2:11][CH2:12][CH2:13][N:9]1/[N+:7](/[O-:8])=[N:6]/[O:5][CH2:1][CH2:2][CH2:3][CH3:4]. The catalyst class is: 2.